From a dataset of Catalyst prediction with 721,799 reactions and 888 catalyst types from USPTO. Predict which catalyst facilitates the given reaction. (1) Reactant: [NH2:1][C:2]1[CH:7]=[N:6][C:5]([C:8]#[N:9])=[CH:4][N:3]=1.[CH2:10](N)[CH2:11][NH2:12].[Cl-].[Na+]. Product: [NH:9]1[CH2:10][CH2:11][N:12]=[C:8]1[C:5]1[N:6]=[CH:7][C:2]([NH2:1])=[N:3][CH:4]=1. The catalyst class is: 146. (2) Reactant: Br[C:2]1[CH:7]=[CH:6][N:5]=[C:4]([F:8])[CH:3]=1.[CH:9]1(B(O)O)[CH2:11][CH2:10]1.C([O-])([O-])=O.[Cs+].[Cs+]. Product: [CH:9]1([C:2]2[CH:7]=[CH:6][N:5]=[C:4]([F:8])[CH:3]=2)[CH2:11][CH2:10]1. The catalyst class is: 117.